This data is from Peptide-MHC class II binding affinity with 134,281 pairs from IEDB. The task is: Regression. Given a peptide amino acid sequence and an MHC pseudo amino acid sequence, predict their binding affinity value. This is MHC class II binding data. (1) The peptide sequence is PLALKEFKDFAAGRK. The MHC is DRB1_0802 with pseudo-sequence DRB1_0802. The binding affinity (normalized) is 0.667. (2) The peptide sequence is AFKVAAEAANAAPAN. The MHC is DRB1_0401 with pseudo-sequence DRB1_0401. The binding affinity (normalized) is 0.583. (3) The peptide sequence is KPKVYQWFDLRKY. The MHC is DRB3_0101 with pseudo-sequence DRB3_0101. The binding affinity (normalized) is 0. (4) The peptide sequence is SWIRSCPDLKDCLID. The MHC is DRB1_1101 with pseudo-sequence DRB1_1101. The binding affinity (normalized) is 0. (5) The binding affinity (normalized) is 0.419. The peptide sequence is WEALKYLWNLLQYWGQELK. The MHC is H-2-IAd with pseudo-sequence H-2-IAd. (6) The peptide sequence is KKWKYLNAVSLCILTIN. The MHC is DRB3_0202 with pseudo-sequence DRB3_0202. The binding affinity (normalized) is 0.644. (7) The binding affinity (normalized) is 0. The MHC is DRB3_0301 with pseudo-sequence DRB3_0301. The peptide sequence is ASTNDDEVLIEVNPP. (8) The peptide sequence is NDNYTEIKGQLVFIG. The MHC is DRB1_1501 with pseudo-sequence DRB1_1501. The binding affinity (normalized) is 0.543.